This data is from Forward reaction prediction with 1.9M reactions from USPTO patents (1976-2016). The task is: Predict the product of the given reaction. Given the reactants [CH3:1][O:2][C:3]([C@H:5]1[CH2:10][N:9]([C:11]2[CH:16]=[CH:15][C:14]([C:17]([F:20])([F:19])[F:18])=[CH:13][N:12]=2)[CH2:8][CH2:7][N:6]1[S:21]([C:24]1[CH:29]=[CH:28][C:27]([CH3:30])=[C:26]([CH2:31][C:32]([O:34]CC2C=CC([N+]([O-])=O)=CC=2)=[O:33])[CH:25]=1)(=[O:23])=[O:22])=[O:4].C1CCC=CC=1.C(O)C, predict the reaction product. The product is: [CH3:1][O:2][C:3]([C@H:5]1[CH2:10][N:9]([C:11]2[CH:16]=[CH:15][C:14]([C:17]([F:20])([F:18])[F:19])=[CH:13][N:12]=2)[CH2:8][CH2:7][N:6]1[S:21]([C:24]1[CH:29]=[CH:28][C:27]([CH3:30])=[C:26]([CH2:31][C:32]([OH:34])=[O:33])[CH:25]=1)(=[O:22])=[O:23])=[O:4].